This data is from Full USPTO retrosynthesis dataset with 1.9M reactions from patents (1976-2016). The task is: Predict the reactants needed to synthesize the given product. (1) Given the product [Br:18][CH2:19][CH2:20][CH2:21][NH:22][C:6]1[CH:5]=[C:4]([Cl:9])[N:3]=[C:2]([Cl:1])[N:7]=1, predict the reactants needed to synthesize it. The reactants are: [Cl:1][C:2]1[N:7]=[C:6](Cl)[CH:5]=[C:4]([Cl:9])[N:3]=1.C(N(CC)CC)C.Cl.[Br:18][CH2:19][CH2:20][CH2:21][NH2:22]. (2) Given the product [NH2:1][C:2]1[S:3][C:4]([C:13]2[CH:18]=[CH:17][N:16]=[C:15]([NH:19][C:20]3[CH:25]=[CH:24][CH:23]=[C:22]([C:60]#[C:59][C:57]([OH:61])([CH3:58])[CH3:56])[CH:21]=3)[N:14]=2)=[C:5]([C:7]2[CH:12]=[CH:11][CH:10]=[CH:9][CH:8]=2)[N:6]=1, predict the reactants needed to synthesize it. The reactants are: [NH2:1][C:2]1[S:3][C:4]([C:13]2[CH:18]=[CH:17][N:16]=[C:15]([NH:19][C:20]3[CH:25]=[CH:24][CH:23]=[C:22](I)[CH:21]=3)[N:14]=2)=[C:5]([C:7]2[CH:12]=[CH:11][CH:10]=[CH:9][CH:8]=2)[N:6]=1.CS(C1N=C(C2SC(N)=NC=2C2C=CC=CC=2)C=CN=1)=O.IC1C=C(C=CC=1)N.[CH3:56][C:57]([OH:61])([C:59]#[CH:60])[CH3:58].C1(P(C2C=CC=CC=2)C2C=CC=CC=2)C=CC=CC=1. (3) Given the product [Br:8][C:4]1[CH:5]=[CH:6][CH:7]=[C:2]([C:9]2[CH:14]=[CH:13][CH:12]=[CH:11][CH:10]=2)[N:3]=1, predict the reactants needed to synthesize it. The reactants are: Br[C:2]1[CH:7]=[CH:6][CH:5]=[C:4]([Br:8])[N:3]=1.[C:9]1(B(O)O)[CH:14]=[CH:13][CH:12]=[CH:11][CH:10]=1.C(=O)([O-])[O-].[K+].[K+]. (4) Given the product [CH2:1]([O:3][CH2:4][CH2:5][O:6][C:7]1[CH:12]=[C:11]([CH3:13])[C:10]([C:14]2[CH:19]=[CH:18][CH:17]=[C:16]([CH2:20][NH:23][C:24]3[CH:29]=[CH:28][C:27]([CH:30]4[CH2:32][CH:31]4[C:33]([O:35][CH2:36][CH3:37])=[O:34])=[C:26]([F:38])[CH:25]=3)[CH:15]=2)=[C:9]([CH3:22])[CH:8]=1)[CH3:2], predict the reactants needed to synthesize it. The reactants are: [CH2:1]([O:3][CH2:4][CH2:5][O:6][C:7]1[CH:12]=[C:11]([CH3:13])[C:10]([C:14]2[CH:19]=[CH:18][CH:17]=[C:16]([CH:20]=O)[CH:15]=2)=[C:9]([CH3:22])[CH:8]=1)[CH3:2].[NH2:23][C:24]1[CH:29]=[CH:28][C:27]([CH:30]2[CH2:32][CH:31]2[C:33]([O:35][CH2:36][CH3:37])=[O:34])=[C:26]([F:38])[CH:25]=1.C(O)(=O)C.C(O[BH-](OC(=O)C)OC(=O)C)(=O)C.[Na+].